Task: Predict the product of the given reaction.. Dataset: Forward reaction prediction with 1.9M reactions from USPTO patents (1976-2016) (1) Given the reactants I[C:2]1[CH:7]=[CH:6][C:5]2[C:8]3([CH2:23][O:24][C:4]=2[CH:3]=1)[CH2:13][CH2:12][N:11]([CH2:14][CH2:15][C:16]([O:18][C:19]([CH3:22])([CH3:21])[CH3:20])=[O:17])[CH2:10][CH2:9]3.[CH3:25][C:26]1[CH:31]=[CH:30][CH:29]=[CH:28][C:27]=1[SH:32].C(=O)([O-])[O-].[K+].[K+], predict the reaction product. The product is: [CH3:25][C:26]1[CH:31]=[CH:30][CH:29]=[CH:28][C:27]=1[S:32][C:2]1[CH:7]=[CH:6][C:5]2[C:8]3([CH2:23][O:24][C:4]=2[CH:3]=1)[CH2:13][CH2:12][N:11]([CH2:14][CH2:15][C:16]([O:18][C:19]([CH3:22])([CH3:21])[CH3:20])=[O:17])[CH2:10][CH2:9]3. (2) Given the reactants [N:1]1[C:5]2[CH:6]=[CH:7][C:8]([NH2:10])=[CH:9][C:4]=2[NH:3][CH:2]=1.[Cl:11][C:12]1[CH:17]=[CH:16][C:15]([CH2:18][N:19]=[C:20]=[S:21])=[CH:14][C:13]=1[Cl:22], predict the reaction product. The product is: [Cl:22][C:13]1[CH:14]=[C:15]([CH:16]=[CH:17][C:12]=1[Cl:11])[CH2:18][NH:19][C:20]([NH:10][C:8]1[CH:7]=[CH:6][C:5]2[NH:1][CH:2]=[N:3][C:4]=2[CH:9]=1)=[S:21]. (3) Given the reactants [C:1]([O:5][C:6]([N:8]1[CH2:13][CH2:12][CH:11]([CH:14]([C:16]([OH:18])=O)[CH3:15])[CH2:10][CH2:9]1)=[O:7])([CH3:4])([CH3:3])[CH3:2].[NH2:19][C:20]1[CH:28]=[CH:27][CH:26]=[CH:25][C:21]=1[C:22]([NH2:24])=[O:23].CCN=C=NCCCN(C)C.C1C=CC2N(O)N=NC=2C=1, predict the reaction product. The product is: [C:1]([O:5][C:6]([N:8]1[CH2:9][CH2:10][CH:11]([CH:14]([C:16](=[O:18])[NH:19][C:20]2[CH:28]=[CH:27][CH:26]=[CH:25][C:21]=2[C:22](=[O:23])[NH2:24])[CH3:15])[CH2:12][CH2:13]1)=[O:7])([CH3:2])([CH3:3])[CH3:4].